From a dataset of Peptide-MHC class I binding affinity with 185,985 pairs from IEDB/IMGT. Regression. Given a peptide amino acid sequence and an MHC pseudo amino acid sequence, predict their binding affinity value. This is MHC class I binding data. (1) The peptide sequence is GEVFIAQSKG. The MHC is HLA-B44:03 with pseudo-sequence HLA-B44:03. The binding affinity (normalized) is 0.311. (2) The peptide sequence is MSAIVSCRY. The MHC is HLA-A11:01 with pseudo-sequence HLA-A11:01. The binding affinity (normalized) is 0.0847. (3) The peptide sequence is FRYNGLIHR. The MHC is Mamu-A01 with pseudo-sequence Mamu-A01. The binding affinity (normalized) is 0. (4) The binding affinity (normalized) is 0.0847. The peptide sequence is FHKRDMRLL. The MHC is HLA-A02:19 with pseudo-sequence HLA-A02:19. (5) The peptide sequence is QRASNVFDL. The MHC is HLA-A24:03 with pseudo-sequence HLA-A24:03. The binding affinity (normalized) is 0.293. (6) The peptide sequence is HDKYHSNV. The MHC is Mamu-A11 with pseudo-sequence Mamu-A11. The binding affinity (normalized) is 0.268. (7) The peptide sequence is YITDYSNDI. The MHC is HLA-B57:01 with pseudo-sequence HLA-B57:01. The binding affinity (normalized) is 0.0847. (8) The peptide sequence is MWHVTRGAF. The MHC is HLA-C15:02 with pseudo-sequence HLA-C15:02. The binding affinity (normalized) is 0.0847.